Dataset: Peptide-MHC class I binding affinity with 185,985 pairs from IEDB/IMGT. Task: Regression. Given a peptide amino acid sequence and an MHC pseudo amino acid sequence, predict their binding affinity value. This is MHC class I binding data. (1) The peptide sequence is IHIPGDTLF. The MHC is HLA-B27:05 with pseudo-sequence HLA-B27:05. The binding affinity (normalized) is 0.0847. (2) The peptide sequence is KYTSGRQEK. The MHC is HLA-B35:01 with pseudo-sequence HLA-B35:01. The binding affinity (normalized) is 0.0847.